From a dataset of Full USPTO retrosynthesis dataset with 1.9M reactions from patents (1976-2016). Predict the reactants needed to synthesize the given product. (1) Given the product [N:19]1[CH:24]=[CH:23][C:22]([C:25]2[N:12]=[C:3]3[N:4]([C:27](=[O:28])[CH:26]=2)[CH2:5][C:6]2[C:11](=[CH:10][CH:9]=[CH:8][CH:7]=2)[NH:2]3)=[CH:21][CH:20]=1, predict the reactants needed to synthesize it. The reactants are: Br.[NH:2]1[C:11]2[C:6](=[CH:7][CH:8]=[CH:9][CH:10]=2)[CH2:5][N:4]=[C:3]1[NH2:12].C(=O)([O-])[O-].[K+].[K+].[N:19]1[CH:24]=[CH:23][C:22]([C:25](=O)[CH2:26][C:27](OCC)=[O:28])=[CH:21][CH:20]=1. (2) Given the product [Cl:47][C:48]1[CH:49]=[C:50]([CH:53]=[CH:54][CH:55]=1)[CH2:51][NH:52][C:2]1[CH:7]=[CH:6][CH:5]=[C:4]([C:8]2([CH3:16])[N:13]=[C:12]([O:14][CH3:15])[CH2:11][O:10][CH2:9]2)[CH:3]=1, predict the reactants needed to synthesize it. The reactants are: Br[C:2]1[CH:3]=[C:4]([C:8]2([CH3:16])[N:13]=[C:12]([O:14][CH3:15])[CH2:11][O:10][CH2:9]2)[CH:5]=[CH:6][CH:7]=1.C(P(C(C)(C)C)C1C=CC=CC=1C1C(C(C)C)=CC(C(C)C)=CC=1C(C)C)(C)(C)C.[Cl:47][C:48]1[CH:49]=[C:50]([CH:53]=[CH:54][CH:55]=1)[CH2:51][NH2:52]. (3) Given the product [CH3:21][N:6]1[CH2:5][CH2:4][N:3]([C:7]2[CH:8]=[CH:9][C:10]([CH:13]([CH3:18])[C:14]([O:16][CH3:17])=[O:15])=[CH:11][CH:12]=2)[C:2]1=[O:1], predict the reactants needed to synthesize it. The reactants are: [O:1]=[C:2]1[NH:6][CH2:5][CH2:4][N:3]1[C:7]1[CH:12]=[CH:11][C:10]([CH:13]([CH3:18])[C:14]([O:16][CH3:17])=[O:15])=[CH:9][CH:8]=1.[H-].[Na+].[CH3:21]I.O. (4) Given the product [CH:13]1([CH2:12][CH2:11][N:6]2[C:7]3[C:3](=[CH:2][CH:10]=[CH:9][CH:8]=3)[C:4]([C:17]3[C:25]([OH:26])=[CH:24][C:20]4[O:21][CH2:22][O:23][C:19]=4[CH:18]=3)([CH2:44][OH:45])[C:5]2=[O:16])[CH2:14][CH2:15]1, predict the reactants needed to synthesize it. The reactants are: Br[C:2]1[CH:10]=[CH:9][CH:8]=[C:7]2[C:3]=1[CH:4]([C:17]1[C:25]([OH:26])=[CH:24][C:20]3[O:21][CH2:22][O:23][C:19]=3[CH:18]=1)[C:5](=[O:16])[N:6]2[CH2:11][CH2:12][CH2:13][CH2:14][CH3:15].C1(CCN2C3C(=CC=CC=3)C(C3C(O)=C[C:44]4[O:45]COC=4C=3)C2=O)CC1. (5) Given the product [CH3:4][C:5]1[C:6]2[O:28][CH2:27][CH2:26][C:7]=2[C:8]([N:11]2[CH2:12][CH2:13][N:14]([CH2:17][CH2:18][C@H:19]3[CH2:20][CH2:21][C@H:22]([NH:25][C:35]([CH:32]4[CH2:33][CH2:34][O:29][CH2:30][CH2:31]4)=[O:36])[CH2:23][CH2:24]3)[CH2:15][CH2:16]2)=[N:9][CH:10]=1, predict the reactants needed to synthesize it. The reactants are: Cl.Cl.Cl.[CH3:4][C:5]1[C:6]2[O:28][CH2:27][CH2:26][C:7]=2[C:8]([N:11]2[CH2:16][CH2:15][N:14]([CH2:17][CH2:18][C@H:19]3[CH2:24][CH2:23][C@H:22]([NH2:25])[CH2:21][CH2:20]3)[CH2:13][CH2:12]2)=[N:9][CH:10]=1.[O:29]1[CH2:34][CH2:33][CH:32]([C:35](O)=[O:36])[CH2:31][CH2:30]1. (6) Given the product [Cl:25][C:7]1[C:8]([C:20]#[N:21])=[C:9]([C:11]2[CH:19]=[CH:18][C:14]3[CH2:15][CH2:16][O:17][C:13]=3[CH:12]=2)[N:10]=[C:5]([NH:4][CH:1]2[CH2:3][CH2:2]2)[N:6]=1, predict the reactants needed to synthesize it. The reactants are: [CH:1]1([NH:4][C:5]2[N:10]=[C:9]([C:11]3[CH:19]=[CH:18][C:14]4[CH2:15][CH2:16][O:17][C:13]=4[CH:12]=3)[C:8]([C:20]#[N:21])=[C:7](O)[N:6]=2)[CH2:3][CH2:2]1.O=P(Cl)(Cl)[Cl:25]. (7) Given the product [CH2:22]([O:21][C:19]([N:8]1[CH:7]=[CH:6][C:31](=[O:32])[CH2:30][CH:29]1[CH2:33][C:10]1[CH:11]=[CH:12][CH:13]=[CH:14][C:9]=1[CH3:17])=[O:20])[C:23]1[CH:28]=[CH:27][CH:26]=[CH:25][CH:24]=1, predict the reactants needed to synthesize it. The reactants are: COC1[N:8]=[CH:7][CH:6]=CC=1.[C:9]1([CH3:17])[CH:14]=[CH:13][CH:12]=[CH:11][C:10]=1[Mg]Br.Cl[C:19]([O:21][CH2:22][C:23]1[CH:28]=[CH:27][CH:26]=[CH:25][CH:24]=1)=[O:20].[CH2:29]1[CH2:33][O:32][CH2:31][CH2:30]1.